This data is from Peptide-MHC class I binding affinity with 185,985 pairs from IEDB/IMGT. The task is: Regression. Given a peptide amino acid sequence and an MHC pseudo amino acid sequence, predict their binding affinity value. This is MHC class I binding data. The peptide sequence is TTSDFFVNY. The MHC is HLA-A11:01 with pseudo-sequence HLA-A11:01. The binding affinity (normalized) is 0.936.